Task: Predict the reactants needed to synthesize the given product.. Dataset: Full USPTO retrosynthesis dataset with 1.9M reactions from patents (1976-2016) (1) The reactants are: [Li+].[OH-].[C:3]([O:7][C:8]([NH:10][C@@H:11]([CH2:21][CH2:22][CH2:23][CH2:24][NH:25][C:26]([O:28][C:29]([CH3:32])([CH3:31])[CH3:30])=[O:27])[C:12]([NH:14][CH2:15][CH2:16][C:17]([O:19]C)=[O:18])=[O:13])=[O:9])([CH3:6])([CH3:5])[CH3:4].O1CCOCC1. Given the product [C:3]([O:7][C:8]([NH:10][C@@H:11]([CH2:21][CH2:22][CH2:23][CH2:24][NH:25][C:26]([O:28][C:29]([CH3:32])([CH3:31])[CH3:30])=[O:27])[C:12]([NH:14][CH2:15][CH2:16][C:17]([OH:19])=[O:18])=[O:13])=[O:9])([CH3:6])([CH3:5])[CH3:4], predict the reactants needed to synthesize it. (2) Given the product [C:1]([N:9]1[CH2:13][CH2:12][CH:11]([F:33])[C:10]1=[O:14])(=[O:8])[C:2]1[CH:3]=[CH:4][CH:5]=[CH:6][CH:7]=1, predict the reactants needed to synthesize it. The reactants are: [C:1]([N:9]1[CH2:13][CH2:12][CH2:11][C:10]1=[O:14])(=[O:8])[C:2]1[CH:7]=[CH:6][CH:5]=[CH:4][CH:3]=1.C([N-]C(C)C)(C)C.[Li+].C1C=CC(S(N(S(C2C=CC=CC=2)(=O)=O)[F:33])(=O)=O)=CC=1.C(=O)([O-])O.[Na+]. (3) The reactants are: CCCCCC.[Cl-].C[Al+]C.[N+:11]([C:14]1[CH:15]=[CH:16][CH:17]=[C:18]2[C:22]=1[NH:21][CH:20]=[CH:19]2)([O-:13])=[O:12].[C:23](Cl)(=[O:25])[CH3:24].[Cl-].[NH4+]. Given the product [C:23]([C:19]1[C:18]2[C:22](=[C:14]([N+:11]([O-:13])=[O:12])[CH:15]=[CH:16][CH:17]=2)[NH:21][CH:20]=1)(=[O:25])[CH3:24], predict the reactants needed to synthesize it. (4) Given the product [CH3:41][O:40][C:35]1[CH:36]=[C:37]([OH:39])[CH:38]=[C:31]([O:30][CH3:29])[C:32]=1[CH2:33][CH2:1][CH3:2], predict the reactants needed to synthesize it. The reactants are: [CH2:1](Br)[CH3:2].C1(P(C2C=CC=CC=2)C2C=CC=CC=2)C=CC=CC=1.CC(C)([O-])C.[K+].[CH3:29][O:30][C:31]1[CH:38]=[C:37]([OH:39])[CH:36]=[C:35]([O:40][CH3:41])[C:32]=1[CH:33]=O. (5) The reactants are: Cl[C:2]1[CH:37]=[CH:36][CH:35]=[CH:34][C:3]=1[CH2:4][CH2:5][N:6]([C:11]1[N:16]=[C:15]2[O:17][C:18]([C:24]3[CH:29]=[CH:28][C:27]([CH3:30])=[CH:26][CH:25]=3)=[C:19]([C:20]([NH:22][CH3:23])=[O:21])[C:14]2=[CH:13][C:12]=1[CH:31]1[CH2:33][CH2:32]1)[S:7]([CH3:10])(=[O:9])=[O:8].[O-]P([O-])([O-])=O.[K+].[K+].[K+].[CH2:46]1COC[CH2:47]1.O. Given the product [CH:31]1([C:12]2[CH:13]=[C:14]3[C:19]([C:20]([NH:22][CH3:23])=[O:21])=[C:18]([C:24]4[CH:29]=[CH:28][C:27]([CH3:30])=[CH:26][CH:25]=4)[O:17][C:15]3=[N:16][C:11]=2[N:6]([CH2:5][CH2:4][C:3]2[CH:34]=[CH:35][CH:36]=[CH:37][C:2]=2[CH:46]=[CH2:47])[S:7]([CH3:10])(=[O:8])=[O:9])[CH2:32][CH2:33]1, predict the reactants needed to synthesize it. (6) Given the product [NH2:18][C:14]1[CH:15]=[CH:16][CH:17]=[C:2]([Cl:1])[C:3]=1[C:4]([NH:6][C:7]1[CH:12]=[CH:11][CH:10]=[CH:9][C:8]=1[F:13])=[O:5], predict the reactants needed to synthesize it. The reactants are: [Cl:1][C:2]1[CH:17]=[CH:16][CH:15]=[C:14]([N+:18]([O-])=O)[C:3]=1[C:4]([NH:6][C:7]1[CH:12]=[CH:11][CH:10]=[CH:9][C:8]=1[F:13])=[O:5].C([O-])=O.[NH4+]. (7) Given the product [CH:21]([C:3]1[C:2]([OH:1])=[CH:20][CH:19]=[CH:18][C:4]=1[CH2:5][CH2:6][N:7]1[CH2:8][CH2:9][CH:10]([C:13]([O:15][CH2:16][CH3:17])=[O:14])[CH2:11][CH2:12]1)=[O:22], predict the reactants needed to synthesize it. The reactants are: [OH:1][C:2]1[C:3]([CH2:21][OH:22])=[C:4]([CH:18]=[CH:19][CH:20]=1)[CH2:5][CH2:6][N:7]1[CH2:12][CH2:11][CH:10]([C:13]([O:15][CH2:16][CH3:17])=[O:14])[CH2:9][CH2:8]1. (8) Given the product [Br:1][C:2]1[CH:7]=[C:6]([F:8])[C:5]([F:9])=[CH:4][C:3]=1[CH2:10][O:11][Si:16]([C:12]([CH3:15])([CH3:14])[CH3:13])([CH3:18])[CH3:17], predict the reactants needed to synthesize it. The reactants are: [Br:1][C:2]1[CH:7]=[C:6]([F:8])[C:5]([F:9])=[CH:4][C:3]=1[CH2:10][OH:11].[C:12]([Si:16](Cl)([CH3:18])[CH3:17])([CH3:15])([CH3:14])[CH3:13].N1C=CN=C1. (9) Given the product [N+:10]([C:7]1[CH:8]=[C:9]2[C:4](=[CH:5][CH:6]=1)[CH2:3][NH:2][CH2:1]2)([O-:12])=[O:11], predict the reactants needed to synthesize it. The reactants are: [CH2:1]1[C:9]2[C:4](=[CH:5][CH:6]=[CH:7][CH:8]=2)[CH2:3][NH:2]1.[N+:10]([O-])([OH:12])=[O:11].[OH-].[Na+]. (10) Given the product [N:27]1[C:28]2[C:33](=[CH:32][CH:31]=[CH:30][CH:29]=2)[C:24]([NH:23][C:13]([CH:10]2[CH2:9][CH2:8][N:7]([C:1]3[CH:2]=[CH:3][CH:4]=[CH:5][CH:6]=3)[CH2:12][CH2:11]2)=[O:15])=[N:25][CH:26]=1, predict the reactants needed to synthesize it. The reactants are: [C:1]1([N:7]2[CH2:12][CH2:11][CH:10]([C:13]([OH:15])=O)[CH2:9][CH2:8]2)[CH:6]=[CH:5][CH:4]=[CH:3][CH:2]=1.BrC1C=CC=CC=1.[NH2:23][C:24]1[C:33]2[C:28](=[CH:29][CH:30]=[CH:31][CH:32]=2)[N:27]=[CH:26][N:25]=1.